Dataset: Reaction yield outcomes from USPTO patents with 853,638 reactions. Task: Predict the reaction yield, written as a fraction of the theoretical maximum amount of product (1.0 means a 100% yield; for example, 0.34 means a 34% yield). (1) The reactants are [CH3:1][C:2]1[C:3]([C:22]#[N:23])=[C:4]2[N:8]([C:9](=O)[C:10]=1[C:11]1[N:12]=[C:13]([CH3:16])[S:14][CH:15]=1)[C:7]1[CH:18]=[CH:19][CH:20]=[CH:21][C:6]=1[NH:5]2.P(Cl)(Cl)([Cl:26])=O. No catalyst specified. The product is [Cl:26][C:9]1[N:8]2[C:4](=[N:5][C:6]3[CH:21]=[CH:20][CH:19]=[CH:18][C:7]=32)[C:3]([C:22]#[N:23])=[C:2]([CH3:1])[C:10]=1[C:11]1[N:12]=[C:13]([CH3:16])[S:14][CH:15]=1. The yield is 0.320. (2) The reactants are [CH3:1][O:2][C:3]1[CH:14]=[CH:13][C:6]([CH2:7][CH:8]([C:11]#[N:12])[C:9]#[N:10])=[CH:5][CH:4]=1.[H-].[Na+].Br[CH2:18][CH2:19][F:20]. The catalyst is CN(C)C=O. The product is [F:20][CH2:19][CH2:18][C:8]([CH2:7][C:6]1[CH:13]=[CH:14][C:3]([O:2][CH3:1])=[CH:4][CH:5]=1)([C:11]#[N:12])[C:9]#[N:10]. The yield is 0.490. (3) The catalyst is CS(C)=O. The product is [C:1]1([C:7]2([CH2:12][C:20]#[N:21])[CH2:11][CH2:10][CH2:9][CH2:8]2)[CH:6]=[CH:5][CH:4]=[CH:3][CH:2]=1. The reactants are [C:1]1([C:7]2([CH2:12]OS(C)(=O)=O)[CH2:11][CH2:10][CH2:9][CH2:8]2)[CH:6]=[CH:5][CH:4]=[CH:3][CH:2]=1.[I-].[K+].[C-:20]#[N:21].[Na+].O. The yield is 0.514. (4) The reactants are C([NH:4][C:5]1[C:13]([N+:14]([O-:16])=[O:15])=[CH:12][C:8]([C:9]([OH:11])=[O:10])=[CH:7][C:6]=1[CH3:17])(=O)C. The catalyst is Cl. The product is [NH2:4][C:5]1[C:13]([N+:14]([O-:16])=[O:15])=[CH:12][C:8]([C:9]([OH:11])=[O:10])=[CH:7][C:6]=1[CH3:17]. The yield is 0.740. (5) The reactants are [C:1](Cl)([C:14]1[CH:19]=[CH:18][CH:17]=[CH:16][CH:15]=1)([C:8]1[CH:13]=[CH:12][CH:11]=[CH:10][CH:9]=1)[C:2]1[CH:7]=[CH:6][CH:5]=[CH:4][CH:3]=1.Cl.[NH:22]1[CH2:27][CH2:26][CH2:25][C:24](=[O:28])[CH2:23]1.C(N(CC)CC)C. The catalyst is C(Cl)Cl. The product is [C:1]([N:22]1[CH2:27][CH2:26][CH2:25][C:24](=[O:28])[CH2:23]1)([C:14]1[CH:19]=[CH:18][CH:17]=[CH:16][CH:15]=1)([C:8]1[CH:13]=[CH:12][CH:11]=[CH:10][CH:9]=1)[C:2]1[CH:7]=[CH:6][CH:5]=[CH:4][CH:3]=1. The yield is 0.330.